Dataset: M1 muscarinic receptor antagonist screen with 61,756 compounds. Task: Binary Classification. Given a drug SMILES string, predict its activity (active/inactive) in a high-throughput screening assay against a specified biological target. (1) The drug is Clc1ccc(CC(=O)NCC(=O)N2CCN(CC2)C(OCC)=O)cc1. The result is 0 (inactive). (2) The compound is s1\c(=N/C(=O)C2CC2)n(c2c1cc(F)cc2F)C. The result is 0 (inactive). (3) The drug is Clc1ccc(CNC(=O)c2oc(cc2)C)cc1. The result is 0 (inactive). (4) The drug is Clc1c(c2nc3SCCn3c(=O)c2C#N)ccc(Cl)c1. The result is 0 (inactive). (5) The drug is s1c(N2CCOCC2)nc2c1cc(C(=O)N1CCCC1)cc2. The result is 0 (inactive).